This data is from Catalyst prediction with 721,799 reactions and 888 catalyst types from USPTO. The task is: Predict which catalyst facilitates the given reaction. (1) Reactant: [NH:1]1[C:9]2[C:4](=[CH:5][CH:6]=[C:7]([C:10]([O:12]C)=[O:11])[CH:8]=2)[CH:3]=[CH:2]1.[Li+].[OH-].Cl. Product: [NH:1]1[C:9]2[C:4](=[CH:5][CH:6]=[C:7]([C:10]([OH:12])=[O:11])[CH:8]=2)[CH:3]=[CH:2]1. The catalyst class is: 24. (2) Reactant: C[O:2][C:3](=[O:53])[C@@H:4]([NH:20][C:21]([C@@H:23]1[CH2:32][C:31]2[CH:30]=[C:29]3[O:33][CH2:34][C@H:35]([C:37]4[CH:42]=[CH:41][C:40]([O:43][CH2:44][C:45]5[CH:50]=[CH:49][C:48]([Cl:51])=[C:47]([Cl:52])[CH:46]=5)=[CH:39][CH:38]=4)[O:36][C:28]3=[CH:27][C:26]=2[CH2:25][NH:24]1)=[O:22])[CH2:5][C:6]1[CH:11]=[CH:10][C:9]([C:12]2[CH:17]=[CH:16][N:15]=[C:14]([CH3:18])[C:13]=2[CH3:19])=[CH:8][CH:7]=1.[CH:54]([C:57]1[O:58][C:59]([CH3:65])=[C:60]([C:62](O)=[O:63])[N:61]=1)([CH3:56])[CH3:55]. Product: [Cl:52][C:47]1[CH:46]=[C:45]([CH:50]=[CH:49][C:48]=1[Cl:51])[CH2:44][O:43][C:40]1[CH:41]=[CH:42][C:37]([C@H:35]2[CH2:34][O:33][C:29]3=[CH:30][C:31]4[CH2:32][C@@H:23]([C:21]([NH:20][C@@H:4]([CH2:5][C:6]5[CH:11]=[CH:10][C:9]([C:12]6[CH:17]=[CH:16][N:15]=[C:14]([CH3:18])[C:13]=6[CH3:19])=[CH:8][CH:7]=5)[C:3]([OH:2])=[O:53])=[O:22])[N:24]([C:62]([C:60]5[N:61]=[C:57]([CH:54]([CH3:56])[CH3:55])[O:58][C:59]=5[CH3:65])=[O:63])[CH2:25][C:26]=4[CH:27]=[C:28]3[O:36]2)=[CH:38][CH:39]=1. The catalyst class is: 2. (3) Reactant: [O:1]=[C:2]1[C:11]2[C:10]([NH:12]C(=O)C)=[CH:9][CH:8]=[CH:7][C:6]=2[CH2:5][CH2:4][CH2:3]1.C([O-])([O-])=O.[Na+].[Na+].[OH-].[Na+]. Product: [NH2:12][C:10]1[CH:9]=[CH:8][CH:7]=[C:6]2[C:11]=1[C:2](=[O:1])[CH2:3][CH2:4][CH2:5]2. The catalyst class is: 33. (4) Reactant: [O:1]1[CH2:6][CH2:5][CH2:4][CH2:3][CH:2]1[O:7][CH2:8][CH2:9][O:10][CH:11]1[CH2:14][N:13]([C:15]2[CH:20]=[CH:19][C:18]([NH2:21])=[CH:17][CH:16]=2)[CH2:12]1.Cl[C:23]1[C:28]([N+:29]([O-:31])=[O:30])=[CH:27][N:26]=[C:25]([O:32][CH3:33])[CH:24]=1.C(=O)([O-])[O-].[K+].[K+].O. Product: [CH3:33][O:32][C:25]1[CH:24]=[C:23]([NH:21][C:18]2[CH:17]=[CH:16][C:15]([N:13]3[CH2:14][CH:11]([O:10][CH2:9][CH2:8][O:7][CH:2]4[CH2:3][CH2:4][CH2:5][CH2:6][O:1]4)[CH2:12]3)=[CH:20][CH:19]=2)[C:28]([N+:29]([O-:31])=[O:30])=[CH:27][N:26]=1. The catalyst class is: 9. (5) Reactant: B(Br)(Br)Br.[F:5][C:6]1[C:15]([NH:16][S:17]([C:20]2[CH:25]=[CH:24][C:23]([O:26]C)=[CH:22][C:21]=2[CH3:28])(=[O:19])=[O:18])=[CH:14][C:9]2[B:10]([OH:13])[O:11][CH2:12][C:8]=2[CH:7]=1. Product: [F:5][C:6]1[C:15]([NH:16][S:17]([C:20]2[CH:25]=[CH:24][C:23]([OH:26])=[CH:22][C:21]=2[CH3:28])(=[O:18])=[O:19])=[CH:14][C:9]2[B:10]([OH:13])[O:11][CH2:12][C:8]=2[CH:7]=1. The catalyst class is: 2. (6) Reactant: C(=O)([O-])[O-].[K+].[K+].[Na+].[I-].Br[CH2:10][CH2:11][CH2:12][O:13][C:14]1[CH:15]=[C:16]([Br:20])[CH:17]=[CH:18][CH:19]=1.[Cl:21][C:22]1[C:43]([C:44]([F:47])([F:46])[F:45])=[CH:42][CH:41]=[CH:40][C:23]=1[CH2:24][NH:25][CH2:26][CH:27]([C:34]1[CH:39]=[CH:38][CH:37]=[CH:36][CH:35]=1)[C:28]1[CH:33]=[CH:32][CH:31]=[CH:30][CH:29]=1. Product: [Cl:21][C:22]1[C:43]([C:44]([F:45])([F:46])[F:47])=[CH:42][CH:41]=[CH:40][C:23]=1[CH2:24][N:25]([CH2:26][CH:27]([C:34]1[CH:39]=[CH:38][CH:37]=[CH:36][CH:35]=1)[C:28]1[CH:33]=[CH:32][CH:31]=[CH:30][CH:29]=1)[CH2:10][CH2:11][CH2:12][O:13][C:14]1[CH:15]=[C:16]([Br:20])[CH:17]=[CH:18][CH:19]=1. The catalyst class is: 10. (7) Reactant: O.[CH2:2]([O:9][C:10]1[CH:39]=[CH:38][CH:37]=[CH:36][C:11]=1[O:12][C:13]1[CH:18]=[C:17]([N:19]2[C:24](=[O:25])[CH:23]=[C:22]([C:26]([F:29])([F:28])[F:27])[N:21]([CH3:30])[C:20]2=[O:31])[C:16]([F:32])=[CH:15][C:14]=1[N+:33]([O-])=O)[C:3]1[CH:8]=[CH:7][CH:6]=[CH:5][CH:4]=1. Product: [CH2:2]([O:9][C:10]1[CH:39]=[CH:38][CH:37]=[CH:36][C:11]=1[O:12][C:13]1[CH:18]=[C:17]([N:19]2[C:24](=[O:25])[CH:23]=[C:22]([C:26]([F:27])([F:28])[F:29])[N:21]([CH3:30])[C:20]2=[O:31])[C:16]([F:32])=[CH:15][C:14]=1[NH2:33])[C:3]1[CH:4]=[CH:5][CH:6]=[CH:7][CH:8]=1. The catalyst class is: 180. (8) Reactant: [Cl:1][C:2]1[C:3](OS(C(F)(F)F)(=O)=O)=[C:4]([CH:9]=[C:10]([CH2:14][C:15]2[CH:20]=[CH:19][C:18]([N:21]3[CH:25]=[CH:24][CH:23]=[N:22]3)=[CH:17][CH:16]=2)[C:11]=1[O:12][CH3:13])[C:5]([O:7][CH3:8])=[O:6].O.[CH:35]([B-](F)(F)F)=[CH2:36].[K+].C(=O)([O-])[O-].[Cs+].[Cs+]. Product: [Cl:1][C:2]1[C:3]([CH:35]=[CH2:36])=[C:4]([CH:9]=[C:10]([CH2:14][C:15]2[CH:20]=[CH:19][C:18]([N:21]3[CH:25]=[CH:24][CH:23]=[N:22]3)=[CH:17][CH:16]=2)[C:11]=1[O:12][CH3:13])[C:5]([O:7][CH3:8])=[O:6]. The catalyst class is: 176. (9) Reactant: [OH:1][C:2]1[N:3]=[C:4]([S:20][CH3:21])[N:5]([C:9]2[CH:10]=[C:11]([CH:16]=[CH:17][C:18]=2[CH3:19])[C:12]([O:14][CH3:15])=[O:13])[C:6](=[O:8])[CH:7]=1.C(=O)([O-])[O-].[K+].[K+].Cl[CH2:29][C:30]1[CH:47]=[CH:46][CH:45]=[CH:44][C:31]=1[CH2:32][N:33]1[C:41](=[O:42])[C:40]2[C:35](=[CH:36][CH:37]=[CH:38][CH:39]=2)[C:34]1=[O:43]. Product: [O:42]=[C:41]1[C:40]2[C:35](=[CH:36][CH:37]=[CH:38][CH:39]=2)[C:34](=[O:43])[N:33]1[CH2:32][C:31]1[CH:44]=[CH:45][CH:46]=[CH:47][C:30]=1[CH2:29][O:1][C:2]1[N:3]=[C:4]([S:20][CH3:21])[N:5]([C:9]2[CH:10]=[C:11]([CH:16]=[CH:17][C:18]=2[CH3:19])[C:12]([O:14][CH3:15])=[O:13])[C:6](=[O:8])[CH:7]=1. The catalyst class is: 3.